Dataset: Full USPTO retrosynthesis dataset with 1.9M reactions from patents (1976-2016). Task: Predict the reactants needed to synthesize the given product. (1) Given the product [F:1][C:2]1[C:5]([C:6]2[CH:7]=[N:8][C:9]3[C:14]([CH:15]=2)=[CH:13][CH:12]=[CH:11][CH:10]=3)=[N:19][NH:18][C:3]=1[NH2:4], predict the reactants needed to synthesize it. The reactants are: [F:1][CH:2]([C:5](=O)[C:6]1[CH:7]=[N:8][C:9]2[C:14]([CH:15]=1)=[CH:13][CH:12]=[CH:11][CH:10]=2)[C:3]#[N:4].O.[NH2:18][NH2:19]. (2) Given the product [CH3:28][O:27][C:24]1[CH:25]=[CH:26][C:21]2[O:20][CH2:19][C:18](=[O:29])[N:17]([CH2:16][CH2:15][N:12]3[CH2:11][CH2:10][CH:9]([NH:8][CH2:41][C:39]4[CH:38]=[CH:37][C:34]5[O:35][CH2:36][C:31](=[O:30])[NH:32][C:33]=5[N:40]=4)[CH2:14][CH2:13]3)[C:22]=2[CH:23]=1, predict the reactants needed to synthesize it. The reactants are: FC(F)(F)C(O)=O.[NH2:8][CH:9]1[CH2:14][CH2:13][N:12]([CH2:15][CH2:16][N:17]2[C:22]3[CH:23]=[C:24]([O:27][CH3:28])[CH:25]=[CH:26][C:21]=3[O:20][CH2:19][C:18]2=[O:29])[CH2:11][CH2:10]1.[O:30]=[C:31]1[CH2:36][O:35][C:34]2[CH:37]=[CH:38][C:39]([CH:41]=O)=[N:40][C:33]=2[NH:32]1.C([BH3-])#N.[Na+]. (3) Given the product [CH:15]([N:4]1[CH2:3][CH2:2][N:1]([C:7]2[CH:8]=[CH:9][C:10]([OH:13])=[CH:11][CH:12]=2)[CH2:6][CH2:5]1)([CH3:17])[CH3:14], predict the reactants needed to synthesize it. The reactants are: [N:1]1([C:7]2[CH:12]=[CH:11][C:10]([OH:13])=[CH:9][CH:8]=2)[CH2:6][CH2:5][NH:4][CH2:3][CH2:2]1.[CH3:14][C:15]([CH3:17])=O.[BH3-]C#N.[Na+].Cl. (4) Given the product [NH2:1][C:2]1[C:21]([F:22])=[CH:20][C:19]([F:23])=[CH:18][C:3]=1[CH2:4][N:5]1[C:14]2[C:9](=[CH:10][CH:11]=[C:12]([C:29]3[C:25]([CH3:24])=[N:26][O:27][C:28]=3[CH3:33])[CH:13]=2)[C:8](=[O:16])[CH:7]=[C:6]1[CH3:17], predict the reactants needed to synthesize it. The reactants are: [NH2:1][C:2]1[C:21]([F:22])=[CH:20][C:19]([F:23])=[CH:18][C:3]=1[CH2:4][N:5]1[C:14]2[C:9](=[CH:10][CH:11]=[C:12](Br)[CH:13]=2)[C:8](=[O:16])[CH:7]=[C:6]1[CH3:17].[CH3:24][C:25]1[C:29](B(O)O)=[C:28]([CH3:33])[O:27][N:26]=1.C(=O)(O)[O-].[Na+].C1(P(C2C=CC=CC=2)C2C=CC=CC=2)C=CC=CC=1. (5) Given the product [Cl:39][C:36]1[CH:35]=[CH:34][C:33]([C:30]2[S:31][CH:32]=[C:28]([CH2:27][S:19][C:15]3[C:16]([C:17]#[N:18])=[C:11]([C:8]4[CH:9]=[CH:10][C:5]([O:4][CH2:3][C@@H:2]([OH:1])[CH2:24][OH:25])=[CH:6][CH:7]=4)[C:12]([C:22]#[N:23])=[C:13]([O:20][CH3:21])[N:14]=3)[N:29]=2)=[CH:38][CH:37]=1, predict the reactants needed to synthesize it. The reactants are: [OH:1][C@@H:2]([CH2:24][OH:25])[CH2:3][O:4][C:5]1[CH:10]=[CH:9][C:8]([C:11]2[C:16]([C:17]#[N:18])=[C:15]([SH:19])[N:14]=[C:13]([O:20][CH3:21])[C:12]=2[C:22]#[N:23])=[CH:7][CH:6]=1.Cl[CH2:27][C:28]1[N:29]=[C:30]([C:33]2[CH:38]=[CH:37][C:36]([Cl:39])=[CH:35][CH:34]=2)[S:31][CH:32]=1.C(=O)(O)[O-].[Na+]. (6) Given the product [ClH:1].[NH:3]1[CH2:8][CH2:7][CH:6]([O:9][N:10]=[C:22]2[CH2:23][CH2:24][C@@:25]3([CH3:26])[CH:20]([C:19](=[O:31])[CH2:18][C@@H:17]4[C@@H:27]3[CH2:28][CH2:29][C@@:12]3([CH3:11])[C@H:16]4[CH2:15][CH2:14][C:13]3=[O:32])[CH2:21]2)[CH2:5][CH2:4]1, predict the reactants needed to synthesize it. The reactants are: [ClH:1].Cl.[NH:3]1[CH2:8][CH2:7][CH:6]([O:9][NH2:10])[CH2:5][CH2:4]1.[CH3:11][C@:12]12[CH2:29][CH2:28][C@H:27]3[C@@H:17]([CH2:18][C:19](=[O:31])[CH:20]4[C@:25]3([CH3:26])[CH2:24][CH2:23][C:22](=O)[CH2:21]4)[C@@H:16]1[CH2:15][CH2:14][C:13]2=[O:32].[Na+].[Cl-]. (7) Given the product [O:12]=[CH:13]/[CH:14]=[CH:15]/[C:2]1[CH:9]=[CH:8][CH:7]=[CH:6][C:3]=1[C:4]#[N:5], predict the reactants needed to synthesize it. The reactants are: Br[C:2]1[CH:9]=[CH:8][CH:7]=[CH:6][C:3]=1[C:4]#[N:5].C([O:12][CH:13](OCC)[CH:14]=[CH2:15])C.CCN(C(C)C)C(C)C.Cl. (8) Given the product [CH2:20]([Si:23]([CH2:28][CH3:29])([CH2:26][CH3:27])[CH2:24][CH3:25])[CH3:21], predict the reactants needed to synthesize it. The reactants are: F[B-](F)(F)F.C(OCC=C)(=O)C.C([SiH](CC)CC)C.[CH2:20]([Si:23]([CH2:28][CH3:29])([CH2:26][CH3:27])[CH2:24][CH3:25])[CH:21]=C. (9) Given the product [C:10]([C:9]1[CH:12]=[CH:13][C:6]([O:5][CH2:4][CH2:3][CH2:2][O:1][C:24]2[CH:23]=[C:22]3[C:27](=[CH:26][CH:25]=2)[N:19]([CH:17]([CH3:18])[C:16]([O:15][CH3:14])=[O:29])[CH:20]=[CH:21]3)=[N:7][CH:8]=1)#[N:11], predict the reactants needed to synthesize it. The reactants are: [OH:1][CH2:2][CH2:3][CH2:4][O:5][C:6]1[CH:13]=[CH:12][C:9]([C:10]#[N:11])=[CH:8][N:7]=1.[CH3:14][O:15][C:16](=[O:29])[CH:17]([N:19]1[C:27]2[C:22](=[CH:23][C:24](O)=[CH:25][CH:26]=2)[CH:21]=[CH:20]1)[CH3:18].C1(P(C2C=CC=CC=2)C2C=CC=CC=2)C=CC=CC=1.N(C(N1CCCCC1)=O)=NC(N1CCCCC1)=O.